From a dataset of hERG Central: cardiac toxicity at 1µM, 10µM, and general inhibition. Predict hERG channel inhibition at various concentrations. (1) The molecule is Cn1c(CN2CCN(C(=O)c3ccccc3Cl)CC2)nc2cc([N+](=O)[O-])ccc21. Results: hERG_inhib (hERG inhibition (general)): blocker. (2) The molecule is OC(CNCc1ccc2c(c1)OCO2)COc1ccc(F)cc1. Results: hERG_inhib (hERG inhibition (general)): blocker. (3) The compound is CCN(CC)CCn1c(SCC(=O)Nc2cccc(OC)c2)nc2c(sc3ccccc32)c1=O. Results: hERG_inhib (hERG inhibition (general)): blocker. (4) The compound is O=C(Cn1nnc(-c2ccc(Cl)cc2)n1)N1CCN(C(=O)c2ccco2)CC1. Results: hERG_inhib (hERG inhibition (general)): blocker. (5) The drug is N#CCCN(CCN1CCCC1)S(=O)(=O)c1ccc(-c2ccc([N+](=O)[O-])cc2)cc1. Results: hERG_inhib (hERG inhibition (general)): blocker. (6) The molecule is O=C(c1ccc(Oc2ccc(Cl)cc2)c([N+](=O)[O-])c1)N1CCCC1. Results: hERG_inhib (hERG inhibition (general)): blocker. (7) The drug is CCCn1c(NC(=O)C2CCN(S(=O)(=O)c3cccs3)CC2)nc2ccccc21. Results: hERG_inhib (hERG inhibition (general)): blocker. (8) The compound is Cc1ccc(S(=O)(=O)/C(C#N)=C/c2c(N3CCC(C(N)=O)CC3)nc3ccccn3c2=O)cc1. Results: hERG_inhib (hERG inhibition (general)): blocker.